From a dataset of Reaction yield outcomes from USPTO patents with 853,638 reactions. Predict the reaction yield, written as a fraction of the theoretical maximum amount of product (1.0 means a 100% yield; for example, 0.34 means a 34% yield). (1) The reactants are [OH:1][C:2]1[CH:3]=[C:4]2[C:8](=[CH:9][CH:10]=1)[N:7]([CH3:11])[C:6]([C:12]([O:14][CH2:15][CH3:16])=[O:13])=[CH:5]2.[CH2:17](I)[CH2:18][CH3:19].C(=O)([O-])[O-].[Cs+].[Cs+]. The catalyst is CN(C)C=O. The product is [CH3:11][N:7]1[C:8]2[C:4](=[CH:3][C:2]([O:1][CH2:17][CH2:18][CH3:19])=[CH:10][CH:9]=2)[CH:5]=[C:6]1[C:12]([O:14][CH2:15][CH3:16])=[O:13]. The yield is 0.550. (2) The reactants are [OH:1][C@@H:2]1[CH2:9][N:8]([C:10](=[O:22])[CH2:11][CH2:12][CH2:13][N:14]2[CH2:19][CH2:18][NH:17][C@@H:16]([CH3:20])[C:15]2=[O:21])[CH2:7][CH2:6][C:3]21[CH2:5][CH2:4]2.[Cl:23][C:24]1[CH:29]=[C:28]([N:30]=[C:31]=[O:32])[CH:27]=[CH:26][C:25]=1[O:33][C:34]([F:37])([F:36])[F:35]. No catalyst specified. The product is [Cl:23][C:24]1[CH:29]=[C:28]([NH:30][C:31]([N:17]2[CH2:18][CH2:19][N:14]([CH2:13][CH2:12][CH2:11][C:10]([N:8]3[CH2:7][CH2:6][C:3]4([CH2:5][CH2:4]4)[C@H:2]([OH:1])[CH2:9]3)=[O:22])[C:15](=[O:21])[C@@H:16]2[CH3:20])=[O:32])[CH:27]=[CH:26][C:25]=1[O:33][C:34]([F:37])([F:36])[F:35]. The yield is 0.680. (3) The reactants are C[Si]([N-][Si](C)(C)C)(C)C.[Na+].[CH2:11]([C@H:18]1[CH2:22][O:21][C:20](=[O:23])[N:19]1[C:24](=[O:29])[CH2:25][CH:26]1[CH2:28][CH2:27]1)[C:12]1[CH:17]=[CH:16][CH:15]=[CH:14][CH:13]=1.C1(S(N2C(C3C=CC=CC=3)O2)(=O)=[O:37])C=CC=CC=1.C(O)(=O)C. The catalyst is O1CCCC1. The product is [CH2:11]([C@H:18]1[CH2:22][O:21][C:20](=[O:23])[N:19]1[C:24](=[O:29])[C@H:25]([CH:26]1[CH2:27][CH2:28]1)[OH:37])[C:12]1[CH:13]=[CH:14][CH:15]=[CH:16][CH:17]=1. The yield is 0.810.